From a dataset of Full USPTO retrosynthesis dataset with 1.9M reactions from patents (1976-2016). Predict the reactants needed to synthesize the given product. (1) The reactants are: [NH2:1][C:2]1[N:7]=[C:6]([C:8]([O:10][CH3:11])=[O:9])[CH:5]=[CH:4][CH:3]=1.Cl[CH2:13][CH:14]=O. Given the product [N:1]1[CH:13]=[CH:14][N:7]2[C:6]([C:8]([O:10][CH3:11])=[O:9])=[CH:5][CH:4]=[CH:3][C:2]=12, predict the reactants needed to synthesize it. (2) Given the product [C:3]([O:7][C:8]([N:10]([CH3:19])[C:11]1[CH:16]=[CH:15][CH:14]=[C:13]([CH3:17])[N:12]=1)=[O:9])([CH3:6])([CH3:5])[CH3:4], predict the reactants needed to synthesize it. The reactants are: [H-].[Na+].[C:3]([O:7][C:8]([NH:10][C:11]1[CH:16]=[CH:15][CH:14]=[C:13]([CH3:17])[N:12]=1)=[O:9])([CH3:6])([CH3:5])[CH3:4].I[CH3:19]. (3) Given the product [Cl:20][C:21]1[CH:22]=[CH:23][C:24]2[CH2:30][CH2:29][NH:28][CH2:27][C@H:26]([CH3:31])[C:25]=2[C:32]=1[Cl:33], predict the reactants needed to synthesize it. The reactants are: FC(F)(F)C(N1C[C@H](C)C2C=C(Cl)C=CC=2CC1)=O.[Cl:20][C:21]1[CH:22]=[CH:23][C:24]2[CH2:30][CH2:29][NH:28][CH2:27][C@@H:26]([CH3:31])[C:25]=2[C:32]=1[Cl:33].